From a dataset of hERG Central: cardiac toxicity at 1µM, 10µM, and general inhibition. Predict hERG channel inhibition at various concentrations. (1) The molecule is Cc1ccc(N(CC(=O)NCCSCc2ccco2)S(=O)(=O)c2ccc(C)cc2)cc1. Results: hERG_inhib (hERG inhibition (general)): blocker. (2) The molecule is CCOC(=O)C1CCN(C(=O)c2ccc(OCC(=O)Nc3cccc(C(F)(F)F)c3)cc2)CC1. Results: hERG_inhib (hERG inhibition (general)): blocker. (3) The molecule is CCCn1c(N)c(C(=O)CN(C)CC(=O)Nc2ccc(F)cc2)c(=O)[nH]c1=O. Results: hERG_inhib (hERG inhibition (general)): blocker. (4) The molecule is O=C(NCc1ccco1)/C(=C/c1ccc([N+](=O)[O-])cc1)NC(=O)c1ccco1. Results: hERG_inhib (hERG inhibition (general)): blocker. (5) The compound is Cc1cc(C)c2cc(C#N)c(NCCOC(=O)c3ccccc3C)nc2c1. Results: hERG_inhib (hERG inhibition (general)): blocker. (6) The compound is CCN1CCc2nc3ccccc3c(C(=O)Nc3ccc(F)cc3)c2C1. Results: hERG_inhib (hERG inhibition (general)): blocker. (7) The drug is COc1ccc(C(=O)/C=C/NCc2ccc(F)cc2)cc1OC. Results: hERG_inhib (hERG inhibition (general)): blocker. (8) The drug is COCCN(C/C=C/c1ccccc1)C/C=C/c1ccccc1. Results: hERG_inhib (hERG inhibition (general)): blocker. (9) The drug is OC(COCc1cccs1)CN1CCN(c2cccc(C(F)(F)F)c2)CC1. Results: hERG_inhib (hERG inhibition (general)): blocker.